Dataset: HIV replication inhibition screening data with 41,000+ compounds from the AIDS Antiviral Screen. Task: Binary Classification. Given a drug SMILES string, predict its activity (active/inactive) in a high-throughput screening assay against a specified biological target. The drug is Cn1ccoc1=Nc1ccc(Cl)c(Cl)c1. The result is 0 (inactive).